Dataset: Reaction yield outcomes from USPTO patents with 853,638 reactions. Task: Predict the reaction yield, written as a fraction of the theoretical maximum amount of product (1.0 means a 100% yield; for example, 0.34 means a 34% yield). The reactants are [C:1]([O:4][C@@H:5]1[C@@H:18]([O:19][C:20](=[O:22])[CH3:21])[C@H:17]([O:23][C:24](=[O:26])[CH3:25])[CH2:16][S:15][C@H:6]1[O:7][C:8]1[CH:13]=[CH:12][CH:11]=[C:10](Br)[CH:9]=1)(=[O:3])[CH3:2].[S:27]1[CH:31]=[CH:30][C:29](B(O)O)=[CH:28]1. No catalyst specified. The product is [C:1]([O:4][C@@H:5]1[C@@H:18]([O:19][C:20](=[O:22])[CH3:21])[C@H:17]([O:23][C:24](=[O:26])[CH3:25])[CH2:16][S:15][C@H:6]1[O:7][C:8]1[CH:13]=[CH:12][CH:11]=[C:10]([C:29]2[CH:30]=[CH:31][S:27][CH:28]=2)[CH:9]=1)(=[O:3])[CH3:2]. The yield is 0.260.